Task: Predict the product of the given reaction.. Dataset: Forward reaction prediction with 1.9M reactions from USPTO patents (1976-2016) (1) Given the reactants [CH2:1]([C:3]1[CH:8]=[CH:7][C:6]([N+:9]([O-:11])=[O:10])=[CH:5][CH:4]=1)[CH3:2].[Br:12]N1C(=O)CCC1=O, predict the reaction product. The product is: [Br:12][CH:1]([C:3]1[CH:4]=[CH:5][C:6]([N+:9]([O-:11])=[O:10])=[CH:7][CH:8]=1)[CH3:2]. (2) Given the reactants C(N(CC)CC)C.[Cl:8][C:9]1[CH:17]=[CH:16][C:12](C(O)=O)=[CH:11][C:10]=1[NH:18][C:19]([C:21]1[C:32](=[O:33])[NH:31][C:24]2[N:25]=[C:26]([O:29][CH3:30])[N:27]=[CH:28][C:23]=2[CH:22]=1)=[O:20].CN([C:37]([O:41]N1N=NC2C=CC=NC1=2)=[N+](C)C)C.F[P-](F)(F)(F)(F)F.[NH2:58][CH:59]([CH:70]1[CH2:75][CH2:74][CH2:73][CH2:72]C1)[CH2:60][CH2:61][NH:62][C:63](=[O:69])[O:64][C:65]([CH3:68])([CH3:67])[CH3:66], predict the reaction product. The product is: [Cl:8][C:9]1[CH:17]=[CH:16][C:12]([C:37]([NH:58][CH:59]([CH:70]2[CH2:75][CH2:74][CH2:73][CH2:72]2)[CH2:60][CH2:61][NH:62][C:63](=[O:69])[O:64][C:65]([CH3:66])([CH3:67])[CH3:68])=[O:41])=[CH:11][C:10]=1[NH:18][C:19]([C:21]1[C:32](=[O:33])[NH:31][C:24]2[N:25]=[C:26]([O:29][CH3:30])[N:27]=[CH:28][C:23]=2[CH:22]=1)=[O:20].